Dataset: Catalyst prediction with 721,799 reactions and 888 catalyst types from USPTO. Task: Predict which catalyst facilitates the given reaction. Reactant: [Br:1][C:2]1[CH:3]=[C:4]([CH:9]=[C:10]([N+:12]([O-])=O)[CH:11]=1)[C:5]([O:7][CH3:8])=[O:6].Cl.C(=O)(O)[O-].[Na+]. Product: [NH2:12][C:10]1[CH:9]=[C:4]([CH:3]=[C:2]([Br:1])[CH:11]=1)[C:5]([O:7][CH3:8])=[O:6]. The catalyst class is: 406.